Dataset: Forward reaction prediction with 1.9M reactions from USPTO patents (1976-2016). Task: Predict the product of the given reaction. Given the reactants [CH3:1][O:2][C:3]1[CH:8]=[CH:7][C:6]([C:9]2[S:13][C:12]([S:14]([NH:16][C@H:17]([CH:21]3[CH2:26][CH2:25][NH:24][CH2:23][CH2:22]3)[C:18]([OH:20])=[O:19])=[O:15])=[CH:11][CH:10]=2)=[CH:5][CH:4]=1.[Cl:27][CH2:28][C:29](Cl)=[O:30].C1C[O:35]CC1, predict the reaction product. The product is: [Cl:27][CH2:28][C:29]([N:24]1[CH2:25][CH2:26][CH:21]([C@@H:17]([NH:16][S:14]([C:12]2[S:13][C:9]([C:6]3[CH:5]=[CH:4][C:3]([O:2][CH3:1])=[CH:8][CH:7]=3)=[CH:10][CH:11]=2)(=[O:35])=[O:15])[C:18]([OH:20])=[O:19])[CH2:22][CH2:23]1)=[O:30].